Dataset: Reaction yield outcomes from USPTO patents with 853,638 reactions. Task: Predict the reaction yield, written as a fraction of the theoretical maximum amount of product (1.0 means a 100% yield; for example, 0.34 means a 34% yield). The reactants are [NH2:1][C:2]1[CH:3]=[CH:4][C:5]([C:9]([F:12])([F:11])[F:10])=[N:6][C:7]=1I.[CH3:13][N:14](C=O)C. The catalyst is [C-]#N.[Zn+2].[C-]#N.C1C=CC([P]([Pd]([P](C2C=CC=CC=2)(C2C=CC=CC=2)C2C=CC=CC=2)([P](C2C=CC=CC=2)(C2C=CC=CC=2)C2C=CC=CC=2)[P](C2C=CC=CC=2)(C2C=CC=CC=2)C2C=CC=CC=2)(C2C=CC=CC=2)C2C=CC=CC=2)=CC=1. The product is [NH2:1][C:2]1[CH:3]=[CH:4][C:5]([C:9]([F:12])([F:11])[F:10])=[N:6][C:7]=1[C:13]#[N:14]. The yield is 0.863.